From a dataset of Forward reaction prediction with 1.9M reactions from USPTO patents (1976-2016). Predict the product of the given reaction. Given the reactants [CH3:1][O:2][C:3]1[CH:8]=[CH:7][CH:6]=[CH:5][C:4]=1[N:9]([CH2:20][C:21](O)=[O:22])[S:10]([C:13]1[C:14]([CH3:19])=[CH:15][CH:16]=[CH:17][CH:18]=1)(=[O:12])=[O:11].[CH2:24]([NH:31][CH2:32][C:33]#[N:34])[C:25]1[CH:30]=[CH:29][CH:28]=[CH:27][CH:26]=1, predict the reaction product. The product is: [CH2:24]([N:31]([CH2:32][C:33]#[N:34])[C:21](=[O:22])[CH2:20][N:9]([C:4]1[CH:5]=[CH:6][CH:7]=[CH:8][C:3]=1[O:2][CH3:1])[S:10]([C:13]1[C:14]([CH3:19])=[CH:15][CH:16]=[CH:17][CH:18]=1)(=[O:12])=[O:11])[C:25]1[CH:30]=[CH:29][CH:28]=[CH:27][CH:26]=1.